Task: Predict which catalyst facilitates the given reaction.. Dataset: Catalyst prediction with 721,799 reactions and 888 catalyst types from USPTO Product: [CH3:37][NH:38][C:26]([CH:23]1[CH2:22][CH2:21][N:20]([CH2:19][CH2:18][CH2:17][O:16][C:15]2[CH:14]=[CH:13][C:12]([N:4]3[C:31]([Cl:36])=[C:32]4[C:6]([CH:11]=[CH:10][CH:9]=[CH:8]4)=[N:5]3)=[CH:30][CH:29]=2)[CH2:25][CH2:24]1)=[O:28]. Reactant: Cl.ClC1[N:4]([C:12]2[CH:30]=[CH:29][C:15]([O:16][CH2:17][CH2:18][CH2:19][N:20]3[CH2:25][CH2:24][CH:23]([C:26]([OH:28])=O)[CH2:22][CH2:21]3)=[CH:14][CH:13]=2)[N:5]=[C:6]2[C:11]=1[CH:10]=[CH:9][CH:8]=C2.[C:31]([Cl:36])(=O)[C:32](Cl)=O.[CH3:37][NH2:38]. The catalyst class is: 2.